From a dataset of NCI-60 drug combinations with 297,098 pairs across 59 cell lines. Regression. Given two drug SMILES strings and cell line genomic features, predict the synergy score measuring deviation from expected non-interaction effect. (1) Drug 1: C1=CN(C(=O)N=C1N)C2C(C(C(O2)CO)O)O.Cl. Drug 2: CC1C(C(CC(O1)OC2CC(CC3=C2C(=C4C(=C3O)C(=O)C5=CC=CC=C5C4=O)O)(C(=O)C)O)N)O. Cell line: HL-60(TB). Synergy scores: CSS=48.3, Synergy_ZIP=-5.66, Synergy_Bliss=-9.54, Synergy_Loewe=-16.7, Synergy_HSA=-3.23. (2) Drug 1: C1=CN(C(=O)N=C1N)C2C(C(C(O2)CO)O)O.Cl. Drug 2: C1CN(CCN1C(=O)CCBr)C(=O)CCBr. Cell line: 786-0. Synergy scores: CSS=24.4, Synergy_ZIP=-2.83, Synergy_Bliss=2.47, Synergy_Loewe=-1.26, Synergy_HSA=2.57. (3) Drug 1: C1C(C(OC1N2C=C(C(=O)NC2=O)F)CO)O. Drug 2: C(CCl)NC(=O)N(CCCl)N=O. Cell line: SF-268. Synergy scores: CSS=34.6, Synergy_ZIP=-10.8, Synergy_Bliss=-4.03, Synergy_Loewe=-34.6, Synergy_HSA=-1.79. (4) Synergy scores: CSS=20.5, Synergy_ZIP=-2.10, Synergy_Bliss=5.10, Synergy_Loewe=1.61, Synergy_HSA=3.39. Cell line: OVCAR-5. Drug 1: CC1OCC2C(O1)C(C(C(O2)OC3C4COC(=O)C4C(C5=CC6=C(C=C35)OCO6)C7=CC(=C(C(=C7)OC)O)OC)O)O. Drug 2: CCC1(CC2CC(C3=C(CCN(C2)C1)C4=CC=CC=C4N3)(C5=C(C=C6C(=C5)C78CCN9C7C(C=CC9)(C(C(C8N6C=O)(C(=O)OC)O)OC(=O)C)CC)OC)C(=O)OC)O.OS(=O)(=O)O.